From a dataset of Reaction yield outcomes from USPTO patents with 853,638 reactions. Predict the reaction yield, written as a fraction of the theoretical maximum amount of product (1.0 means a 100% yield; for example, 0.34 means a 34% yield). (1) The reactants are [CH2:1]([C@H:8]([CH2:12][C@H:13]([O:30][Si:31]([C:34]([CH3:37])([CH3:36])[CH3:35])([CH3:33])[CH3:32])[C@@H:14]([NH:22][C:23]([O:25][C:26]([CH3:29])([CH3:28])[CH3:27])=[O:24])[CH2:15][C:16]1[CH:21]=[CH:20][CH:19]=[CH:18][CH:17]=1)[C:9](O)=[O:10])[C:2]1[CH:7]=[CH:6][CH:5]=[CH:4][CH:3]=1.O.[OH:39][N:40]1[C:44]2C=C[CH:47]=[CH:48][C:43]=2[N:42]=N1.Cl.CN(C)CCCN=C=NCC.NC1C=NOC=1C. The catalyst is CN(C=O)C.O. The product is [CH2:1]([C@H:8]([CH2:12][C@H:13]([O:30][Si:31]([C:34]([CH3:37])([CH3:36])[CH3:35])([CH3:33])[CH3:32])[C@@H:14]([NH:22][C:23]([O:25][C:26]([CH3:28])([CH3:29])[CH3:27])=[O:24])[CH2:15][C:16]1[CH:21]=[CH:20][CH:19]=[CH:18][CH:17]=1)[C:9]([NH:42][C:43]1[CH:44]=[N:40][O:39][C:48]=1[CH3:47])=[O:10])[C:2]1[CH:7]=[CH:6][CH:5]=[CH:4][CH:3]=1. The yield is 0.600. (2) The yield is 0.960. The reactants are [CH3:1][C:2]1[CH:7]=[C:6]([S:8][CH:9]([C:19]2[S:23][C:22]([C:24]3[CH:29]=[CH:28][C:27]([C:30]([F:33])([F:32])[F:31])=[CH:26][CH:25]=3)=[N:21][C:20]=2[CH3:34])[CH2:10][CH2:11][CH2:12][C:13]2[CH:18]=[CH:17][CH:16]=[CH:15][CH:14]=2)[CH:5]=[CH:4][C:3]=1[OH:35].C(=O)([O-])[O-].[K+].[K+].[CH2:42]([O:44][C:45](=[O:48])[CH2:46]Br)[CH3:43]. The catalyst is CC(C)=O. The product is [CH2:42]([O:44][C:45](=[O:48])[CH2:46][O:35][C:3]1[CH:4]=[CH:5][C:6]([S:8][CH:9]([C:19]2[S:23][C:22]([C:24]3[CH:25]=[CH:26][C:27]([C:30]([F:31])([F:33])[F:32])=[CH:28][CH:29]=3)=[N:21][C:20]=2[CH3:34])[CH2:10][CH2:11][CH2:12][C:13]2[CH:14]=[CH:15][CH:16]=[CH:17][CH:18]=2)=[CH:7][C:2]=1[CH3:1])[CH3:43].